From a dataset of Full USPTO retrosynthesis dataset with 1.9M reactions from patents (1976-2016). Predict the reactants needed to synthesize the given product. (1) The reactants are: [Cl:1][C:2]1[C:3]2[CH:20]=[CH:19][CH:18]=[CH:17][C:4]=2[S:5][C:6]=1[C:7]([NH:9][C:10]1[CH:15]=[CH:14][CH:13]=[C:12]([F:16])[CH:11]=1)=[O:8].[H-].[Na+].I[CH3:24]. Given the product [Cl:1][C:2]1[C:3]2[CH:20]=[CH:19][CH:18]=[CH:17][C:4]=2[S:5][C:6]=1[C:7]([N:9]([C:10]1[CH:15]=[CH:14][CH:13]=[C:12]([F:16])[CH:11]=1)[CH3:24])=[O:8], predict the reactants needed to synthesize it. (2) Given the product [CH3:1][C:2]1[CH:7]=[C:6]([CH3:8])[CH:5]=[CH:4][C:3]=1[N:9]([CH2:21][CH:22]([CH3:24])[CH3:23])[S:10]([C:13]1[CH:18]=[CH:17][C:16]([CH:19]2[CH2:20][O:30]2)=[CH:15][CH:14]=1)(=[O:12])=[O:11], predict the reactants needed to synthesize it. The reactants are: [CH3:1][C:2]1[CH:7]=[C:6]([CH3:8])[CH:5]=[CH:4][C:3]=1[N:9]([CH2:21][CH:22]([CH3:24])[CH3:23])[S:10]([C:13]1[CH:18]=[CH:17][C:16]([CH:19]=[CH2:20])=[CH:15][CH:14]=1)(=[O:12])=[O:11].ClC1C=C(C=CC=1)C(OO)=[O:30].